Task: Predict the product of the given reaction.. Dataset: Forward reaction prediction with 1.9M reactions from USPTO patents (1976-2016) (1) Given the reactants [NH2:1][C:2]1[N:7]=[C:6]([C:8]2[CH:13]=[CH:12][CH:11]=[C:10]([CH3:14])[CH:9]=2)[C:5]([C:15]2[CH:16]=[CH:17][C:18](=[O:21])[NH:19][N:20]=2)=[CH:4][N:3]=1.[CH:22](I)([CH3:24])[CH3:23], predict the reaction product. The product is: [NH2:1][C:2]1[N:7]=[C:6]([C:8]2[CH:13]=[CH:12][CH:11]=[C:10]([CH3:14])[CH:9]=2)[C:5]([C:15]2[CH:16]=[CH:17][C:18](=[O:21])[N:19]([CH:22]([CH3:24])[CH3:23])[N:20]=2)=[CH:4][N:3]=1. (2) Given the reactants [NH2:1][C:2]1[C:7]([F:8])=[C:6]([C:9]2[CH:14]=[CH:13][C:12]([C:15]#[N:16])=[CH:11][C:10]=2[F:17])[N:5]=[C:4]([C:18]([O:20]C)=[O:19])[C:3]=1[Cl:22].O.[OH-].[Li+].CO.O, predict the reaction product. The product is: [NH2:1][C:2]1[C:7]([F:8])=[C:6]([C:9]2[CH:14]=[CH:13][C:12]([C:15]#[N:16])=[CH:11][C:10]=2[F:17])[N:5]=[C:4]([C:18]([OH:20])=[O:19])[C:3]=1[Cl:22]. (3) Given the reactants [C:1]([O:5][C:6]([N:8]1[C:16]2[C:11](=[CH:12][C:13]([O:17][CH2:18][CH2:19][CH2:20][CH2:21]Br)=[CH:14][CH:15]=2)[CH:10]=[CH:9]1)=[O:7])([CH3:4])([CH3:3])[CH3:2].[CH2:23]([NH:25][CH2:26][CH3:27])[CH3:24], predict the reaction product. The product is: [C:1]([O:5][C:6]([N:8]1[C:16]2[C:11](=[CH:12][C:13]([O:17][CH2:18][CH2:19][CH2:20][CH2:21][N:25]([CH2:26][CH3:27])[CH2:23][CH3:24])=[CH:14][CH:15]=2)[CH:10]=[CH:9]1)=[O:7])([CH3:4])([CH3:3])[CH3:2]. (4) Given the reactants [OH:1][C:2]1[CH:7]=[CH:6][C:5]([C:8]2[CH:9]=[CH:10][C:11]([CH:17]=O)=[C:12]3[C:16]=2[O:15][CH:14]=[CH:13]3)=[CH:4][CH:3]=1.Cl.[NH2:20][OH:21].CO.N1C=CC=CC=1, predict the reaction product. The product is: [OH:1][C:2]1[CH:7]=[CH:6][C:5]([C:8]2[CH:9]=[CH:10][C:11]([CH:17]=[N:20][OH:21])=[C:12]3[C:16]=2[O:15][CH:14]=[CH:13]3)=[CH:4][CH:3]=1.